From a dataset of Reaction yield outcomes from USPTO patents with 853,638 reactions. Predict the reaction yield, written as a fraction of the theoretical maximum amount of product (1.0 means a 100% yield; for example, 0.34 means a 34% yield). (1) The catalyst is O1CCCC1. The reactants are [C:1]([C:4]1[CH:44]=[CH:43][C:7]([O:8][C@@H:9]2[CH2:14][CH2:13][C@H:12]([N:15]3[C:20](=[O:21])[C:19]([CH2:22][C:23]4[CH:28]=[CH:27][C:26]([C:29]5[C:30]([C:35]#[N:36])=[CH:31][CH:32]=[CH:33][CH:34]=5)=[CH:25][CH:24]=4)=[C:18]([CH2:37][CH2:38][CH3:39])[N:17]4[N:40]=[CH:41][N:42]=[C:16]34)[CH2:11][CH2:10]2)=[CH:6][CH:5]=1)(=[O:3])[CH3:2].[CH3:45][Mg]Br.Cl. The product is [OH:3][C:1]([C:4]1[CH:5]=[CH:6][C:7]([O:8][C@@H:9]2[CH2:14][CH2:13][C@H:12]([N:15]3[C:20](=[O:21])[C:19]([CH2:22][C:23]4[CH:28]=[CH:27][C:26]([C:29]5[C:30]([C:35]#[N:36])=[CH:31][CH:32]=[CH:33][CH:34]=5)=[CH:25][CH:24]=4)=[C:18]([CH2:37][CH2:38][CH3:39])[N:17]4[N:40]=[CH:41][N:42]=[C:16]34)[CH2:11][CH2:10]2)=[CH:43][CH:44]=1)([CH3:45])[CH3:2]. The yield is 0.410. (2) The reactants are C(OC([N:6]1[C:10]([NH:11][C:12](=[O:23])[C:13]2[CH:18]=[CH:17][C:16](F)=[C:15]([N+:20]([O-])=O)[CH:14]=2)=[C:9]2[CH2:24][N:25]([C:29](=[O:39])[NH:30][C:31]3[C:36]([Cl:37])=[CH:35][CH:34]=[CH:33][C:32]=3[Cl:38])[C:26]([CH3:28])([CH3:27])[C:8]2=[N:7]1)=O)C.[CH3:40][N:41]1[CH2:46][CH2:45][NH:44][CH2:43][CH2:42]1. The catalyst is C1COCC1. The product is [Cl:37][C:36]1[CH:35]=[CH:34][CH:33]=[C:32]([Cl:38])[C:31]=1[NH:30][C:29]([N:25]1[CH2:24][C:9]2[C:8](=[N:7][NH:6][C:10]=2[NH:11][C:12](=[O:23])[C:13]2[CH:18]=[CH:17][C:16]([N:44]3[CH2:45][CH2:46][N:41]([CH3:40])[CH2:42][CH2:43]3)=[C:15]([NH2:20])[CH:14]=2)[C:26]1([CH3:27])[CH3:28])=[O:39]. The yield is 0.700. (3) The reactants are [C:1]([CH:4]([C:12](=O)[CH3:13])[CH2:5][CH2:6][C:7]([O:9][CH2:10][CH3:11])=[O:8])(=O)[CH3:2].[CH3:15][NH:16][NH2:17]. The catalyst is C(O)(=O)C. The product is [CH2:10]([O:9][C:7](=[O:8])[CH2:6][CH2:5][C:4]1[C:12]([CH3:13])=[N:17][N:16]([CH3:15])[C:1]=1[CH3:2])[CH3:11]. The yield is 0.930. (4) The reactants are [CH3:1][C:2]1[CH:3]=[C:4]([NH:9][C:10](=[O:14])[CH2:11][CH2:12][CH3:13])[CH:5]=[CH:6][C:7]=1[CH3:8].[CH:15]1[CH:20]=[C:19]2[C:21]([C:23](O)([OH:26])[C:24](=[O:25])[C:18]2=[CH:17][CH:16]=1)=[O:22]. The catalyst is S(=O)(=O)(O)O. The product is [OH:26][C:23]1([C:5]2[CH:6]=[C:7]([CH3:8])[C:2]([CH3:1])=[CH:3][C:4]=2[NH:9][C:10](=[O:14])[CH2:11][CH2:12][CH3:13])[C:24](=[O:25])[C:18]2[C:19](=[CH:20][CH:15]=[CH:16][CH:17]=2)[C:21]1=[O:22]. The yield is 0.560. (5) The reactants are [CH:1]([C:3]1[CH:11]=[CH:10][C:6]([C:7]([OH:9])=[O:8])=[C:5]([CH3:12])[CH:4]=1)=[O:2].S(=O)(=O)(O)O.[CH2:18](O)[CH3:19]. No catalyst specified. The product is [CH:1]([C:3]1[CH:11]=[CH:10][C:6]([C:7]([O:9][CH2:18][CH3:19])=[O:8])=[C:5]([CH3:12])[CH:4]=1)=[O:2]. The yield is 0.800. (6) The reactants are ClC1C=C(C=CC=1OC)CN[C:7]1[C:16]2[CH2:15][N:14]([CH3:17])[CH2:13][CH2:12][C:11]=2[N:10]=[C:9]2[CH:18]=[CH:19][C:20]([C:22]#[N:23])=[CH:21][C:8]=12.CN1CCC(=O)CC1.O=P(Cl)(Cl)[Cl:39]. No catalyst specified. The product is [Cl:39][C:7]1[C:16]2[CH2:15][N:14]([CH3:17])[CH2:13][CH2:12][C:11]=2[N:10]=[C:9]2[CH:18]=[CH:19][C:20]([C:22]#[N:23])=[CH:21][C:8]=12. The yield is 0.550. (7) The reactants are [Cl:1][C:2]1[CH:7]=[CH:6][N:5]=[C:4]2[CH:8]=[C:9]([C:11]3[N:16]=[C:15]([CH:17]=O)[CH:14]=[CH:13][CH:12]=3)[S:10][C:3]=12.[CH3:19][NH:20][CH3:21].[BH3-]C#N.[Na+].CC([O-])=O.[Na+]. The catalyst is C1COCC1. The product is [Cl:1][C:2]1[CH:7]=[CH:6][N:5]=[C:4]2[CH:8]=[C:9]([C:11]3[N:16]=[C:15]([CH2:17][N:20]([CH3:21])[CH3:19])[CH:14]=[CH:13][CH:12]=3)[S:10][C:3]=12. The yield is 0.610. (8) The product is [CH:29]1([CH2:28][N:7]2[C:6]([N:37]3[CH2:36][CH2:35][NH:34][C@@H:33]([CH3:32])[CH2:38]3)=[N:14][C:13]3[C:8]2=[N:9][C:10]([C:21]2[CH:22]=[N:23][C:24]([NH2:27])=[N:25][CH:26]=2)=[N:11][C:12]=3[N:15]2[CH2:20][CH2:19][O:18][CH2:17][CH2:16]2)[CH2:31][CH2:30]1. The reactants are CS(C)=O.Cl[C:6]1[N:7]([CH2:28][CH:29]2[CH2:31][CH2:30]2)[C:8]2[C:13]([N:14]=1)=[C:12]([N:15]1[CH2:20][CH2:19][O:18][CH2:17][CH2:16]1)[N:11]=[C:10]([C:21]1[CH:22]=[N:23][C:24]([NH2:27])=[N:25][CH:26]=1)[N:9]=2.[CH3:32][C@H:33]1[CH2:38][NH:37][CH2:36][CH2:35][NH:34]1. The yield is 0.930. The catalyst is C(Cl)Cl.CO.